From a dataset of Forward reaction prediction with 1.9M reactions from USPTO patents (1976-2016). Predict the product of the given reaction. (1) Given the reactants [Cl-].O[NH3+:3].[C:4](=[O:7])([O-])[OH:5].[Na+].CS(C)=O.[CH3:13][C:14]1([CH3:51])[CH2:18][C:17]2[CH:19]=[C:20]([N:23]3[C:28](=[O:29])[C:27]([CH2:30][C:31]4[CH:36]=[CH:35][C:34]([C:37]5[C:38]([C:43]#[N:44])=[CH:39][CH:40]=[CH:41][CH:42]=5)=[CH:33][CH:32]=4)=[C:26]([CH2:45][CH2:46][CH3:47])[N:25]4[N:48]=[CH:49][N:50]=[C:24]34)[CH:21]=[CH:22][C:16]=2[O:15]1, predict the reaction product. The product is: [CH3:51][C:14]1([CH3:13])[CH2:18][C:17]2[CH:19]=[C:20]([N:23]3[C:28](=[O:29])[C:27]([CH2:30][C:31]4[CH:36]=[CH:35][C:34]([C:37]5[CH:42]=[CH:41][CH:40]=[CH:39][C:38]=5[C:43]5[NH:3][C:4](=[O:7])[O:5][N:44]=5)=[CH:33][CH:32]=4)=[C:26]([CH2:45][CH2:46][CH3:47])[N:25]4[N:48]=[CH:49][N:50]=[C:24]34)[CH:21]=[CH:22][C:16]=2[O:15]1. (2) Given the reactants [N:1]1([C:7](=[O:24])[CH2:8][C:9]2[CH:14]=[CH:13][C:12](B3OC(C)(C)C(C)(C)O3)=[CH:11][CH:10]=2)[CH2:6][CH2:5][O:4][CH2:3][CH2:2]1.Br[C:26]1[CH:27]=[C:28]([C:33]2[N:34]=[N:35][N:36]([CH:38]([CH3:40])[CH3:39])[CH:37]=2)[C:29]([NH2:32])=[N:30][CH:31]=1.C([O-])([O-])=O.[Cs+].[Cs+].N#N, predict the reaction product. The product is: [NH2:32][C:29]1[N:30]=[CH:31][C:26]([C:12]2[CH:11]=[CH:10][C:9]([CH2:8][C:7]([N:1]3[CH2:2][CH2:3][O:4][CH2:5][CH2:6]3)=[O:24])=[CH:14][CH:13]=2)=[CH:27][C:28]=1[C:33]1[N:34]=[N:35][N:36]([CH:38]([CH3:40])[CH3:39])[CH:37]=1. (3) Given the reactants [N:1]1[CH:6]=[C:5]([C:7]([NH:9][C:10]2([C:13]([OH:15])=O)[CH2:12][CH2:11]2)=[O:8])[CH:4]=[N:3][CH:2]=1.[NH2:16][CH2:17][C:18]1[CH:23]=[CH:22][C:21]([NH:24][C:25]2[CH:30]=[CH:29][C:28]([O:31][CH3:32])=[CH:27][C:26]=2[CH3:33])=[CH:20][CH:19]=1, predict the reaction product. The product is: [CH3:32][O:31][C:28]1[CH:29]=[CH:30][C:25]([NH:24][C:21]2[CH:22]=[CH:23][C:18]([CH2:17][NH:16][C:13]([C:10]3([NH:9][C:7]([C:5]4[CH:4]=[N:3][CH:2]=[N:1][CH:6]=4)=[O:8])[CH2:11][CH2:12]3)=[O:15])=[CH:19][CH:20]=2)=[C:26]([CH3:33])[CH:27]=1. (4) Given the reactants [C:1]1([C:7]2([CH2:13][CH2:14][CH2:15][OH:16])[CH2:12][CH2:11][CH2:10][CH2:9][O:8]2)[CH:6]=[CH:5][CH:4]=[CH:3][CH:2]=1.C(Cl)Cl.CC(C)=[O:22], predict the reaction product. The product is: [C:1]1([C:7]2([CH2:13][CH2:14][C:15]([OH:22])=[O:16])[CH2:12][CH2:11][CH2:10][CH2:9][O:8]2)[CH:2]=[CH:3][CH:4]=[CH:5][CH:6]=1. (5) The product is: [NH2:12][C:11]1[C:6]([C:4]([C:15]2[CH:20]=[CH:19][CH:18]=[CH:17][CH:16]=2)=[O:5])=[N:7][C:8]([I:13])=[CH:9][N:10]=1. Given the reactants CON(C)[C:4]([C:6]1[C:11]([NH2:12])=[N:10][CH:9]=[C:8]([I:13])[N:7]=1)=[O:5].[C:15]1([Mg]Br)[CH:20]=[CH:19][CH:18]=[CH:17][CH:16]=1.C(O)(=O)CC(CC(O)=O)(C(O)=O)O, predict the reaction product. (6) Given the reactants [Si:1]([O:8][CH:9]([CH:14]1[CH2:23][CH2:22][C:21]2[C:16](=[CH:17][CH:18]=[C:19]([O:24][C:25]3[CH:30]=[CH:29][CH:28]=[CH:27][CH:26]=3)[CH:20]=2)[CH2:15]1)[C:10]([O:12]C)=[O:11])([C:4]([CH3:7])([CH3:6])[CH3:5])([CH3:3])[CH3:2].[Li+].[OH-], predict the reaction product. The product is: [Si:1]([O:8][CH:9]([CH:14]1[CH2:23][CH2:22][C:21]2[C:16](=[CH:17][CH:18]=[C:19]([O:24][C:25]3[CH:26]=[CH:27][CH:28]=[CH:29][CH:30]=3)[CH:20]=2)[CH2:15]1)[C:10]([OH:12])=[O:11])([C:4]([CH3:7])([CH3:6])[CH3:5])([CH3:3])[CH3:2]. (7) Given the reactants [Cl:1][C:2]([F:35])([F:34])[O:3][C:4]1[C:5](F)=[C:6]([F:32])[CH:7]=[C:8]2[C:13]=1[N:12]([C:14]1[CH:19]=[CH:18][C:17]([CH2:20][N:21]3[CH2:25][CH2:24][CH2:23][CH2:22]3)=[CH:16][CH:15]=1)[CH:11]=[C:10]([C:26]([O:28][CH2:29][CH3:30])=[O:27])[C:9]2=[O:31].[N:36]1[CH:41]=[CH:40][CH:39]=[CH:38][C:37]=1[N:42]1[CH2:47][CH2:46][NH:45][CH2:44][CH2:43]1.CCN(C(C)C)C(C)C, predict the reaction product. The product is: [Cl:1][C:2]([F:34])([F:35])[O:3][C:4]1[C:5]([N:45]2[CH2:46][CH2:47][N:42]([C:37]3[CH:38]=[CH:39][CH:40]=[CH:41][N:36]=3)[CH2:43][CH2:44]2)=[C:6]([F:32])[CH:7]=[C:8]2[C:13]=1[N:12]([C:14]1[CH:19]=[CH:18][C:17]([CH2:20][N:21]3[CH2:25][CH2:24][CH2:23][CH2:22]3)=[CH:16][CH:15]=1)[CH:11]=[C:10]([C:26]([O:28][CH2:29][CH3:30])=[O:27])[C:9]2=[O:31]. (8) Given the reactants Br[CH2:2][C:3]1[C:13]([Cl:14])=[N:12][CH:11]=[CH:10][C:4]=1[C:5]([O:7]CC)=O.Cl.[Cl:16][C:17]1[CH:18]=[C:19]([CH:29]([NH2:31])[CH3:30])[CH:20]=[CH:21][C:22]=1[O:23][CH2:24][C:25]([F:28])([F:27])[CH3:26], predict the reaction product. The product is: [Cl:14][C:13]1[C:3]2[CH2:2][N:31]([CH:29]([C:19]3[CH:20]=[CH:21][C:22]([O:23][CH2:24][C:25]([F:27])([F:28])[CH3:26])=[C:17]([Cl:16])[CH:18]=3)[CH3:30])[C:5](=[O:7])[C:4]=2[CH:10]=[CH:11][N:12]=1. (9) Given the reactants [C:1](#[N:4])[CH:2]=[CH2:3].[CH2:5]=[CH:6][C:7]1[CH:12]=[CH:11][CH:10]=[CH:9][CH:8]=1.N(C(C)(C)C#N)=NC(C)(C)C#N, predict the reaction product. The product is: [C:1](#[N:4])[CH:2]=[CH2:3].[CH2:5]=[CH:6][C:7]1[CH:12]=[CH:11][CH:10]=[CH:9][CH:8]=1.